Dataset: Retrosynthesis with 50K atom-mapped reactions and 10 reaction types from USPTO. Task: Predict the reactants needed to synthesize the given product. (1) Given the product COC(=O)c1cc(Cl)ccc1NC(=O)CCCCC(=O)Nc1scc(-c2ccccc2)c1C(=O)OC(C)(C)C, predict the reactants needed to synthesize it. The reactants are: CC(C)(C)OC(=O)c1c(-c2ccccc2)csc1NC(=O)CCCCC(=O)O.COC(=O)c1cc(Cl)ccc1N. (2) Given the product CCOC(=O)CCCOc1ccc(C(=C2CC(C)(C)CC(C)(C)C2)c2ccc(F)cc2)cc1, predict the reactants needed to synthesize it. The reactants are: CC1(C)CC(=C(c2ccc(O)cc2)c2ccc(F)cc2)CC(C)(C)C1.CCOC(=O)CCCBr. (3) Given the product O=C(OCc1ccc([N+](=O)[O-])cc1)N1CCN(C2=Nc3cc(Cl)ccc3Nc3ccccc32)CC1, predict the reactants needed to synthesize it. The reactants are: Clc1ccc2c(c1)N=C(N1CCNCC1)c1ccccc1N2.O=C(Cl)OCc1ccc([N+](=O)[O-])cc1. (4) Given the product COC(=O)c1ccc2c(C3CCCCC3)c(-c3ccc4nc(-c5sc(C)nc5C)ccc4c3)n(CC(=O)N(C)C)c2c1, predict the reactants needed to synthesize it. The reactants are: CNC.COC(=O)c1ccc2c(C3CCCCC3)c(-c3ccc4nc(-c5sc(C)nc5C)ccc4c3)n(CC(=O)O)c2c1. (5) Given the product CN(C)CCCOc1ccc(S(=O)(=O)Nc2ccc(Cl)cc2)cc1, predict the reactants needed to synthesize it. The reactants are: CN(C)CCCO.O=S(=O)(Nc1ccc(Cl)cc1)c1ccc(F)cc1. (6) Given the product Cc1ccc(C(NC(=O)Cc2ccc3oc(C(=O)c4c(C)noc4C)cc3c2)c2ccccc2)c(C)c1, predict the reactants needed to synthesize it. The reactants are: Cc1ccc(C(NC(=O)Cc2ccc3oc(C(O)c4c(C)noc4C)cc3c2)c2ccccc2)c(C)c1. (7) Given the product Cc1n[nH]c(C(=O)Nc2cnc3[nH]c(-c4ccc(P(C)(C)=O)cc4)cc3c2)c1C, predict the reactants needed to synthesize it. The reactants are: CC1(C)OB(c2ccc(P(C)(C)=O)cc2)OC1(C)C.Cc1n[nH]c(C(=O)Nc2cnc3[nH]c(I)cc3c2)c1C. (8) Given the product CC(=O)COc1cc(-c2ccc(F)cc2)n[nH]1, predict the reactants needed to synthesize it. The reactants are: CC(=O)COS(C)(=O)=O.Oc1cc(-c2ccc(F)cc2)n[nH]1. (9) Given the product CCOC(=O)c1cc(C#N)c(N2CC(C(=O)NS(=O)(=O)Cc3ccc(F)cc3F)C2)nc1C(F)F, predict the reactants needed to synthesize it. The reactants are: CCOC(=O)c1cc(C#N)c(N2CC(C(=O)O)C2)nc1C(F)F.NS(=O)(=O)Cc1ccc(F)cc1F. (10) Given the product COc1cc(-c2cncc3c2cnn3C)ccc1NC(=O)Nc1cccc(C(F)(F)F)c1, predict the reactants needed to synthesize it. The reactants are: COc1cc(-c2cncc3c2cnn3C)ccc1N.O=C=Nc1cccc(C(F)(F)F)c1.